This data is from Forward reaction prediction with 1.9M reactions from USPTO patents (1976-2016). The task is: Predict the product of the given reaction. Given the reactants [Br:1][C:2]1[CH:7]=[CH:6][C:5]([C:8]2([C:11]([OH:13])=O)[CH2:10][CH2:9]2)=[CH:4][CH:3]=1.O=S(Cl)Cl.[CH3:18][S:19]([NH2:22])(=[O:21])=[O:20].[H-].[Na+], predict the reaction product. The product is: [Br:1][C:2]1[CH:7]=[CH:6][C:5]([C:8]2([C:11]([NH:22][S:19]([CH3:18])(=[O:21])=[O:20])=[O:13])[CH2:10][CH2:9]2)=[CH:4][CH:3]=1.